Dataset: Catalyst prediction with 721,799 reactions and 888 catalyst types from USPTO. Task: Predict which catalyst facilitates the given reaction. (1) Reactant: [C:1]1([CH2:24][NH:25][CH2:26][CH2:27][CH2:28][NH:29][CH2:30][CH2:31][CH2:32][NH:33]C(=O)OC(C)(C)C)[CH:6]=[CH:5][CH:4]=[C:3]([CH2:7][NH:8][CH2:9][CH2:10][CH2:11][NH:12][CH2:13][CH2:14][CH2:15][NH:16]C(=O)OC(C)(C)C)[CH:2]=1. Product: [C:1]1([CH2:24][NH:25][CH2:26][CH2:27][CH2:28][NH:29][CH2:30][CH2:31][CH2:32][NH2:33])[CH:6]=[CH:5][CH:4]=[C:3]([CH2:7][NH:8][CH2:9][CH2:10][CH2:11][NH:12][CH2:13][CH2:14][CH2:15][NH2:16])[CH:2]=1. The catalyst class is: 33. (2) Reactant: [CH2:1]([O:3][C:4]([C@@H:6]1[C@H:8]([C:9]2[CH:14]=[CH:13][CH:12]=[CH:11][CH:10]=2)[C@H:7]1[C:15]1[CH:20]=[CH:19][C:18]([NH2:21])=[C:17]([Br:22])[CH:16]=1)=[O:5])[CH3:2].CCN(C(C)C)C(C)C.[C:32](Cl)(=[O:36])[CH:33]([CH3:35])[CH3:34].O. Product: [CH2:1]([O:3][C:4]([C@@H:6]1[C@H:8]([C:9]2[CH:14]=[CH:13][CH:12]=[CH:11][CH:10]=2)[C@H:7]1[C:15]1[CH:20]=[CH:19][C:18]([NH:21][C:32](=[O:36])[CH:33]([CH3:35])[CH3:34])=[C:17]([Br:22])[CH:16]=1)=[O:5])[CH3:2]. The catalyst class is: 2.